Regression. Given a peptide amino acid sequence and an MHC pseudo amino acid sequence, predict their binding affinity value. This is MHC class I binding data. From a dataset of Peptide-MHC class I binding affinity with 185,985 pairs from IEDB/IMGT. (1) The peptide sequence is SMYPSCCCT. The MHC is HLA-A02:06 with pseudo-sequence HLA-A02:06. The binding affinity (normalized) is 0.155. (2) The binding affinity (normalized) is 0.670. The peptide sequence is RSLKAFFSW. The MHC is Mamu-B17 with pseudo-sequence Mamu-B17. (3) The peptide sequence is LSLSNLDFR. The MHC is HLA-A33:01 with pseudo-sequence HLA-A33:01. The binding affinity (normalized) is 0.398. (4) The peptide sequence is FVATFRDML. The MHC is HLA-A02:03 with pseudo-sequence HLA-A02:03. The binding affinity (normalized) is 0.508. (5) The peptide sequence is YTRPEIDVL. The MHC is HLA-A02:02 with pseudo-sequence HLA-A02:02. The binding affinity (normalized) is 0.561. (6) The peptide sequence is IDFPKTFGW. The MHC is Gogo-B0101 with pseudo-sequence YDTMYRETSAQTDENIAYIRFSSYTWAELAYTWY. The binding affinity (normalized) is 0.